Predict which catalyst facilitates the given reaction. From a dataset of Catalyst prediction with 721,799 reactions and 888 catalyst types from USPTO. (1) Reactant: [Si:1]([O:18][CH2:19][C:20]1[C:21](=[O:36])[N:22]([C:26]2[CH:31]=[CH:30][C:29]([N+:32]([O-])=O)=[CH:28][C:27]=2[Cl:35])[CH:23]=[CH:24][CH:25]=1)([C:14]([CH3:17])([CH3:16])[CH3:15])([C:8]1[CH:13]=[CH:12][CH:11]=[CH:10][CH:9]=1)[C:2]1[CH:7]=[CH:6][CH:5]=[CH:4][CH:3]=1.[H][H]. Product: [NH2:32][C:29]1[CH:30]=[CH:31][C:26]([N:22]2[CH:23]=[CH:24][CH:25]=[C:20]([CH2:19][O:18][Si:1]([C:14]([CH3:15])([CH3:17])[CH3:16])([C:2]3[CH:3]=[CH:4][CH:5]=[CH:6][CH:7]=3)[C:8]3[CH:13]=[CH:12][CH:11]=[CH:10][CH:9]=3)[C:21]2=[O:36])=[C:27]([Cl:35])[CH:28]=1. The catalyst class is: 123. (2) Reactant: [OH:1][C:2]1[CH:11]=[C:10]2[C:5]([CH2:6][CH2:7][CH2:8][C:9]2=[O:12])=[CH:4][CH:3]=1.C(=O)([O-])[O-].[Cs+].[Cs+].I[CH:20]([CH3:22])[CH3:21]. Product: [CH3:21][CH:20]([O:1][C:2]1[CH:11]=[C:10]2[C:5]([CH2:6][CH2:7][CH2:8][C:9]2=[O:12])=[CH:4][CH:3]=1)[CH3:22]. The catalyst class is: 10. (3) Reactant: [N:1]1[C:10]2[NH:9][C:8]3[CH:11]=[CH:12][C:13]([C:15]([O:17][CH2:18][CH3:19])=[O:16])=[CH:14][C:7]=3[S:6][C:5]=2[N:4]=[CH:3][CH:2]=1.[H-].[Na+].Cl[CH2:23][O:24][CH2:25]Cl.O. Product: [CH3:23][O:24][CH2:25][N:9]1[C:8]2[CH:11]=[CH:12][C:13]([C:15]([O:17][CH2:18][CH3:19])=[O:16])=[CH:14][C:7]=2[S:6][C:5]2[N:4]=[CH:3][CH:2]=[N:1][C:10]1=2. The catalyst class is: 42.